From a dataset of Full USPTO retrosynthesis dataset with 1.9M reactions from patents (1976-2016). Predict the reactants needed to synthesize the given product. (1) Given the product [C:12]([N:1]1[CH2:11][CH2:10][CH2:9][C@H:2]1[CH:3]=[O:4])([O:14][C:15]([CH3:18])([CH3:17])[CH3:16])=[O:13], predict the reactants needed to synthesize it. The reactants are: [N:1]1([C:12]([O:14][C:15]([CH3:18])([CH3:17])[CH3:16])=[O:13])[CH2:11][CH2:10][CH2:9][C@H:2]1[C:3](N(OC)C)=[O:4].OS([O-])(=O)=O.[K+]. (2) Given the product [Cl:1][C:2]1[CH:7]=[CH:6][C:5]([NH:8][C:9](=[O:14])[C:10]([F:13])([F:11])[F:12])=[C:4]([C:15]2[CH:20]=[C:19]([OH:21])[N:18]=[CH:17][N:16]=2)[CH:3]=1, predict the reactants needed to synthesize it. The reactants are: [Cl:1][C:2]1[CH:7]=[CH:6][C:5]([NH:8][C:9](=[O:14])[C:10]([F:13])([F:12])[F:11])=[C:4]([C:15]2[CH:20]=[C:19]([O:21]C)[N:18]=[CH:17][N:16]=2)[CH:3]=1.Br. (3) Given the product [Br:16][C:13]1[CH:14]=[CH:15][C:10]2[N:11]([CH:2]=[C:3]([C:4]([CH3:7])([CH3:6])[CH3:5])[N:9]=2)[CH:12]=1, predict the reactants needed to synthesize it. The reactants are: Br[CH2:2][C:3](=O)[C:4]([CH3:7])([CH3:6])[CH3:5].[NH2:9][C:10]1[CH:15]=[CH:14][C:13]([Br:16])=[CH:12][N:11]=1. (4) Given the product [CH3:35][N:1]1[CH2:6][CH2:5][CH:4]([CH2:7][CH2:8][O:9][C:10]2[N:15]=[C:14]([NH:16][C:17]([NH:19][C:20]3[N:21]=[C:22]([C:25]4[CH:26]=[CH:27][N:28]=[CH:29][CH:30]=4)[S:23][CH:24]=3)=[O:18])[CH:13]=[CH:12][CH:11]=2)[CH2:3][CH2:2]1, predict the reactants needed to synthesize it. The reactants are: [NH:1]1[CH2:6][CH2:5][CH:4]([CH2:7][CH2:8][O:9][C:10]2[N:15]=[C:14]([NH:16][C:17]([NH:19][C:20]3[N:21]=[C:22]([C:25]4[CH:30]=[CH:29][N:28]=[CH:27][CH:26]=4)[S:23][CH:24]=3)=[O:18])[CH:13]=[CH:12][CH:11]=2)[CH2:3][CH2:2]1.C=O.[BH-](OC(C)=O)(OC(C)=O)O[C:35](C)=O.[Na+]. (5) The reactants are: C(OC([CH:6]1[CH2:22][CH2:21][CH2:20][CH2:19][CH2:18][CH2:17][CH:16]=[CH:15][CH2:14][CH2:13][CH2:12][CH2:11][CH2:10][CH2:9][CH2:8][C:7]1=[O:23])=O)C.[OH-].[Na+]. Given the product [CH2:20]1[CH2:21][CH2:22][CH2:6][C:7](=[O:23])[CH2:8][CH2:9][CH2:10][CH2:11][CH2:12][CH2:13][CH2:14][CH:15]=[CH:16][CH2:17][CH2:18][CH2:19]1, predict the reactants needed to synthesize it.